This data is from Forward reaction prediction with 1.9M reactions from USPTO patents (1976-2016). The task is: Predict the product of the given reaction. (1) Given the reactants [CH:1]([NH2:4])([CH3:3])[CH3:2].C(N(CC)C(C)C)(C)C.[Cl:14][C:15]1[N:20]=[C:19](Cl)[C:18]([N+:22]([O-:24])=[O:23])=[C:17]([NH:25][CH3:26])[N:16]=1, predict the reaction product. The product is: [Cl:14][C:15]1[N:20]=[C:19]([NH:4][CH:1]([CH3:3])[CH3:2])[C:18]([N+:22]([O-:24])=[O:23])=[C:17]([NH:25][CH3:26])[N:16]=1. (2) Given the reactants [N:1]1([C:12]([O:14][C:15]([CH3:18])([CH3:17])[CH3:16])=[O:13])[CH2:6][CH2:5][CH2:4][C@@H:3]([C:7](OCC)=[O:8])[CH2:2]1.[NH2:19][NH2:20], predict the reaction product. The product is: [NH:19]([C:7]([C@@H:3]1[CH2:4][CH2:5][CH2:6][N:1]([C:12]([O:14][C:15]([CH3:18])([CH3:17])[CH3:16])=[O:13])[CH2:2]1)=[O:8])[NH2:20]. (3) Given the reactants [CH3:1][O:2][C:3](=[O:12])[C:4]1[CH:9]=[CH:8][C:7]([NH2:10])=[C:6]([NH2:11])[CH:5]=1.[CH3:13][C:14]1[CH:21]=[CH:20][CH:19]=[C:18]([CH3:22])[C:15]=1[CH:16]=O.C(S([O-])(=O)=O)(F)(F)F.C(S([O-])(=O)=O)(F)(F)F.C(S([O-])(=O)=O)(F)(F)F.[Yb+3].O, predict the reaction product. The product is: [CH3:1][O:2][C:3]([C:4]1[CH:9]=[CH:8][C:7]2[N:10]=[C:16]([C:15]3[C:18]([CH3:22])=[CH:19][CH:20]=[CH:21][C:14]=3[CH3:13])[NH:11][C:6]=2[CH:5]=1)=[O:12]. (4) Given the reactants N([N:3]1[C:8]2[CH:9]=[CH:10][CH:11]=[CH:12][C:7]=2[S:6][CH2:5][CH2:4]1)=O.C([O-])(O)=O.[Na+].[C:18](O)(=O)[CH3:19], predict the reaction product. The product is: [CH3:4][N:3]1[CH2:19][CH2:18][C:12]2[N:3]3[CH2:4][CH2:5][S:6][C:7]4[CH:12]=[CH:11][CH:10]=[C:9]([C:8]3=4)[C:7]=2[CH2:8]1. (5) Given the reactants [Cl:1][C:2]1[CH:3]=[CH:4][C:5]([N:22]2[CH2:27][CH2:26][CH2:25][CH2:24][CH2:23]2)=[C:6]([NH:8][C:9]([C:11]2[CH:12]=[N:13][N:14]3[CH:19]=[C:18]([O:20]C)[CH:17]=[N:16][C:15]=23)=[O:10])[CH:7]=1.C[S-].[Na+], predict the reaction product. The product is: [Cl:1][C:2]1[CH:3]=[CH:4][C:5]([N:22]2[CH2:27][CH2:26][CH2:25][CH2:24][CH2:23]2)=[C:6]([NH:8][C:9]([C:11]2[CH:12]=[N:13][N:14]3[CH:19]=[C:18]([OH:20])[CH:17]=[N:16][C:15]=23)=[O:10])[CH:7]=1. (6) Given the reactants [OH:1][CH2:2][CH:3]([NH:5][C:6]([C:8]1[CH:13]=[CH:12][C:11]([C:14]2[CH:19]=[CH:18][C:17]([CH2:20][C@H:21]([NH:36][C:37]([C@H:39]3[CH2:44][CH2:43][C@H:42]([CH2:45][NH:46]C(=O)OC(C)(C)C)[CH2:41][CH2:40]3)=[O:38])[C:22](=[O:35])[NH:23][C:24]3[CH:29]=[CH:28][C:27]([C:30]4[NH:34][N:33]=[N:32][N:31]=4)=[CH:26][CH:25]=3)=[CH:16][CH:15]=2)=[C:10]([CH3:54])[CH:9]=1)=[O:7])[CH3:4].[ClH:55], predict the reaction product. The product is: [ClH:55].[NH2:46][CH2:45][C@H:42]1[CH2:41][CH2:40][C@H:39]([C:37]([NH:36][C@H:21]([C:22](=[O:35])[NH:23][C:24]2[CH:25]=[CH:26][C:27]([C:30]3[NH:34][N:33]=[N:32][N:31]=3)=[CH:28][CH:29]=2)[CH2:20][C:17]2[CH:16]=[CH:15][C:14]([C:11]3[CH:12]=[CH:13][C:8]([C:6]([NH:5][CH:3]([CH3:4])[CH2:2][OH:1])=[O:7])=[CH:9][C:10]=3[CH3:54])=[CH:19][CH:18]=2)=[O:38])[CH2:44][CH2:43]1. (7) Given the reactants Cl.[Cl:2][C:3]1[CH:8]=[CH:7][N:6]=[C:5]([CH2:9][NH2:10])[N:4]=1.C(=O)(O)[O-].[Na+].[CH3:16][C:17]([O:20][C:21](O[C:21]([O:20][C:17]([CH3:19])([CH3:18])[CH3:16])=[O:22])=[O:22])([CH3:19])[CH3:18], predict the reaction product. The product is: [Cl:2][C:3]1[CH:8]=[CH:7][N:6]=[C:5]([CH2:9][NH:10][C:21](=[O:22])[O:20][C:17]([CH3:19])([CH3:18])[CH3:16])[N:4]=1.